Dataset: CYP2D6 inhibition data for predicting drug metabolism from PubChem BioAssay. Task: Regression/Classification. Given a drug SMILES string, predict its absorption, distribution, metabolism, or excretion properties. Task type varies by dataset: regression for continuous measurements (e.g., permeability, clearance, half-life) or binary classification for categorical outcomes (e.g., BBB penetration, CYP inhibition). Dataset: cyp2d6_veith. (1) The compound is Cn1c(N)c(C(=O)CSc2ccc3c(c2)OCCO3)c(=O)n(C)c1=O. The result is 0 (non-inhibitor). (2) The drug is Cc1nc2cnc(Oc3ccccc3)nc2n(CCc2ccccc2)c1=O. The result is 0 (non-inhibitor). (3) The drug is N#Cc1ccccc1NC(=O)Nc1cccs1. The result is 0 (non-inhibitor). (4) The molecule is NNC(=O)CNC(c1ccccc1)c1cc(Br)ccc1NC(=O)c1ccccc1Br. The result is 1 (inhibitor). (5) The compound is COc1ccc(CNC(=O)CN(CC2CCCO2)C(=O)CNS(=O)(=O)c2ccccc2)cc1. The result is 0 (non-inhibitor). (6) The result is 0 (non-inhibitor). The drug is CCCCN(C(=O)c1c(C)[nH]c(C(=O)OCC)c1C)c1ccccc1. (7) The drug is CSc1ncnc2c1ncn2[C@@H]1O[C@@H](CO)[C@H](O)O[C@@H]1O. The result is 0 (non-inhibitor). (8) The molecule is OCCN1CCN(c2nc(N3CCCCC3)nc(N3CCCCC3)n2)CC1. The result is 0 (non-inhibitor). (9) The molecule is Nc1ccc(N=Nc2ccc(-c3ccc(O)cc3)cc2)c2ccc(S(=O)(=O)O)cc12. The result is 0 (non-inhibitor).